From a dataset of Catalyst prediction with 721,799 reactions and 888 catalyst types from USPTO. Predict which catalyst facilitates the given reaction. (1) Reactant: [NH2:1][CH2:2][CH2:3][O:4][CH2:5][CH2:6][O:7][CH2:8][CH2:9][O:10][CH2:11][CH2:12][NH:13][S:14]([C:17]1[CH:22]=[CH:21][CH:20]=[C:19]([CH:23]2[C:32]3[C:27](=[C:28]([Cl:34])[CH:29]=[C:30]([Cl:33])[CH:31]=3)[CH2:26][N:25]([CH3:35])[CH2:24]2)[CH:18]=1)(=[O:16])=[O:15].C[CH2:37][N:38]([CH:42]([CH3:44])C)[CH:39]([CH3:41])C.[C:45]([O:63]N1C(=O)CCC1=O)(=O)[CH2:46][CH2:47][CH2:48][CH2:49][CH2:50][CH2:51][C:52]([O:54]N1C(=O)CCC1=O)=O. Product: [Cl:33][C:30]1[CH:31]=[C:32]2[C:27](=[C:28]([Cl:34])[CH:29]=1)[CH2:26][N:25]([CH3:35])[CH2:24][CH:23]2[C:19]1[CH:18]=[C:17]([S:14]([NH:13][CH2:12][CH2:11][O:10][CH2:9][CH2:8][O:7][CH2:6][CH2:5][O:4][CH2:3][CH2:2][NH:1][C:52](=[O:54])[CH2:51][CH2:50][CH2:49][CH2:48][CH2:47][CH2:46][C:45]([NH:1][CH2:2][CH2:3][O:4][CH2:5][CH2:6][O:7][CH2:8][CH2:9][O:10][CH2:11][CH2:12][NH:13][S:14]([C:17]2[CH:22]=[CH:21][CH:20]=[C:19]([CH:44]3[C:32]4[C:41](=[C:28]([Cl:34])[CH:29]=[C:30]([Cl:33])[CH:31]=4)[CH2:39][N:38]([CH3:37])[CH2:42]3)[CH:18]=2)(=[O:16])=[O:15])=[O:63])(=[O:16])=[O:15])[CH:22]=[CH:21][CH:20]=1. The catalyst class is: 3. (2) Reactant: Cl[C:2]1[N:3]=[C:4]([S:13][CH3:14])[N:5]=[N:6][C:7]=1[C:8]([O:10]CC)=O.[NH2:15][C:16]1[CH:21]=[CH:20][C:19]([CH:22]2[CH2:27][CH2:26][N:25]([C:28]([O:30][C:31]([CH3:34])([CH3:33])[CH3:32])=[O:29])[CH2:24][CH2:23]2)=[CH:18][CH:17]=1.CC[N:37](C(C)C)C(C)C.N. Product: [C:8]([C:7]1[N:6]=[N:5][C:4]([S:13][CH3:14])=[N:3][C:2]=1[NH:15][C:16]1[CH:21]=[CH:20][C:19]([CH:22]2[CH2:23][CH2:24][N:25]([C:28]([O:30][C:31]([CH3:34])([CH3:33])[CH3:32])=[O:29])[CH2:26][CH2:27]2)=[CH:18][CH:17]=1)(=[O:10])[NH2:37]. The catalyst class is: 10. (3) Reactant: Cl.[NH2:2][C:3]1[N:8]=[CH:7][C:6](/[CH:9]=[C:10](\[CH3:14])/[C:11]([OH:13])=O)=[CH:5][CH:4]=1.[CH3:15][N:16]1[C:24]2[C:19](=[CH:20][CH:21]=[CH:22][CH:23]=2)[CH:18]=[C:17]1[CH2:25][NH:26][CH3:27].C1C=CC2N(O)N=NC=2C=1.O.CCN(CC)CC.C(Cl)CCl. Product: [NH2:2][C:3]1[N:8]=[CH:7][C:6](/[CH:9]=[C:10](\[CH3:14])/[C:11]([N:26]([CH3:27])[CH2:25][C:17]2[N:16]([CH3:15])[C:24]3[C:19]([CH:18]=2)=[CH:20][CH:21]=[CH:22][CH:23]=3)=[O:13])=[CH:5][CH:4]=1. The catalyst class is: 85. (4) Reactant: Cl[C:2]1[N:3]=[CH:4][C:5]2[N:10]=[C:9]([NH:11]C(=O)OCC)[S:8][C:6]=2[N:7]=1.[CH3:17][O-:18].[Na+].O. Product: [CH3:17][O:18][C:2]1[N:3]=[CH:4][C:5]2[N:10]=[C:9]([NH2:11])[S:8][C:6]=2[N:7]=1. The catalyst class is: 5. (5) Reactant: C(=O)([O-])[O-].[K+].[K+].[Br:7][C:8]1[CH:13]=[C:12]([CH3:14])[CH:11]=[C:10]([Br:15])[C:9]=1[CH:16]=[N:17][NH:18][C:19]1[CH:20]=[C:21]([CH:25]=[CH:26][CH:27]=1)[C:22]([OH:24])=[O:23].[CH2:28](Br)[C:29]1[CH:34]=[CH:33][CH:32]=[CH:31][CH:30]=1. Product: [Br:7][C:8]1[CH:13]=[C:12]([CH3:14])[CH:11]=[C:10]([Br:15])[C:9]=1[CH:16]=[N:17][NH:18][C:19]1[CH:20]=[C:21]([CH:25]=[CH:26][CH:27]=1)[C:22]([O:24][CH2:28][C:29]1[CH:34]=[CH:33][CH:32]=[CH:31][CH:30]=1)=[O:23]. The catalyst class is: 3.